Dataset: Ames mutagenicity test results for genotoxicity prediction. Task: Regression/Classification. Given a drug SMILES string, predict its toxicity properties. Task type varies by dataset: regression for continuous values (e.g., LD50, hERG inhibition percentage) or binary classification for toxic/non-toxic outcomes (e.g., AMES mutagenicity, cardiotoxicity, hepatotoxicity). Dataset: ames. (1) The result is 1 (mutagenic). The molecule is CCCCN(CCC(=O)OC)N=O. (2) The drug is O=NN1CCCCCCCCCCCC1. The result is 1 (mutagenic). (3) The compound is C[C@H]1CN(N=O)CCN1N=O. The result is 1 (mutagenic). (4) The drug is COc1cc(/C=C/C(=O)CC(=O)/C=C/c2ccc(O)c(OC)c2)ccc1O. The result is 0 (non-mutagenic). (5) The molecule is c1ccc(Nc2ccccc2)cc1. The result is 0 (non-mutagenic). (6) The drug is O=C(O)C1=NN(c2ccc(S(=O)(=O)O)cc2)C(=O)C1N=Nc1ccc(S(=O)(=O)O)cc1. The result is 0 (non-mutagenic).